This data is from Forward reaction prediction with 1.9M reactions from USPTO patents (1976-2016). The task is: Predict the product of the given reaction. (1) Given the reactants [CH2:1]([O:3][C:4]([C:6]1[C:14]2[C:9](=[CH:10][CH:11]=[CH:12][CH:13]=2)[NH:8][CH:7]=1)=[O:5])[CH3:2].[H-].[Na+].I[CH2:18][CH2:19][CH2:20][O:21][CH3:22], predict the reaction product. The product is: [CH2:1]([O:3][C:4]([C:6]1[C:14]2[C:9](=[CH:10][CH:11]=[CH:12][CH:13]=2)[N:8]([CH2:18][CH2:19][CH2:20][O:21][CH3:22])[CH:7]=1)=[O:5])[CH3:2]. (2) Given the reactants [CH3:1][N:2]1[CH:6]=[CH:5][N:4]=[CH:3]1.[CH2:7]([I:9])[CH3:8], predict the reaction product. The product is: [I-:9].[CH2:5]([N+:4]1[CH:8]=[CH:7][N:2]([CH3:1])[CH:3]=1)[CH3:6]. (3) Given the reactants CN([Zr:4](N(C)C)(N(C)C)N(C)C)C.C([CH:17]1[C:25]2[C:20](=[CH:21][CH:22]=[CH:23][CH:24]=2)[CH:19]=[CH:18]1)C=C.[Si]([Cl:30])(C)(C)C.[C:31]1([CH3:37])C=CC=C[CH:32]=1, predict the reaction product. The product is: [Cl-:30].[Cl-:30].[Cl-:30].[CH2:37]([Zr+3:4][CH:17]1[C:25]2[C:20](=[CH:21][CH:22]=[CH:23][CH:24]=2)[CH:19]=[CH:18]1)[CH:31]=[CH2:32]. (4) Given the reactants S(Cl)([Cl:3])=O.[F:5][C:6]([F:21])([F:20])[C:7]1[CH:8]=[CH:9][C:10]([N:13]2[C:17]([CH2:18]O)=[N:16][N:15]=[N:14]2)=[N:11][CH:12]=1, predict the reaction product. The product is: [Cl:3][CH2:18][C:17]1[N:13]([C:10]2[CH:9]=[CH:8][C:7]([C:6]([F:21])([F:20])[F:5])=[CH:12][N:11]=2)[N:14]=[N:15][N:16]=1. (5) Given the reactants [N:1]1([C@@H:10]([C@@H:13]([C@@H:18]([C@@H:20]([CH2:22][OH:23])[OH:21])[OH:19])[O:14][CH2:15][CH2:16][F:17])[CH2:11][OH:12])[CH:9]=[C:7]([CH3:8])[C:5](=[O:6])[NH:4][C:2]1=[O:3].[CH3:24][O:25][C:26]1[CH:47]=[CH:46][C:29]([C:30](Cl)([C:39]2[CH:44]=[CH:43][CH:42]=[CH:41][CH:40]=2)[C:31]2[CH:36]=[CH:35][C:34]([O:37][CH3:38])=[CH:33][CH:32]=2)=[CH:28][CH:27]=1, predict the reaction product. The product is: [CH3:38][O:37][C:34]1[CH:33]=[CH:32][C:31]([C:30]([O:23][CH2:22][C@@H:20]([OH:21])[C@@H:18]([OH:19])[C@@H:13]([O:14][CH2:15][CH2:16][F:17])[C@H:10]([N:1]2[CH:9]=[C:7]([CH3:8])[C:5](=[O:6])[NH:4][C:2]2=[O:3])[CH2:11][OH:12])([C:39]2[CH:40]=[CH:41][CH:42]=[CH:43][CH:44]=2)[C:29]2[CH:46]=[CH:47][C:26]([O:25][CH3:24])=[CH:27][CH:28]=2)=[CH:36][CH:35]=1. (6) Given the reactants [CH2:1]([O:8][C:9]1[C:10](=[O:17])[CH:11]=[C:12]([CH2:15][OH:16])O[CH:14]=1)[C:2]1[CH:7]=[CH:6][CH:5]=[CH:4][CH:3]=1.[NH4+:18].[OH-], predict the reaction product. The product is: [CH2:1]([O:8][C:9]1[C:10](=[O:17])[CH:11]=[C:12]([CH2:15][OH:16])[NH:18][CH:14]=1)[C:2]1[CH:7]=[CH:6][CH:5]=[CH:4][CH:3]=1. (7) Given the reactants Br[C:2]1[CH:3]=[N:4][CH:5]=[C:6]([CH:12]=1)[C:7]([O:9][CH2:10][CH3:11])=[O:8].[CH3:13][O:14][C:15]1[CH:20]=[CH:19][CH:18]=[CH:17][C:16]=1B(O)O.C([O-])([O-])=O.[K+].[K+], predict the reaction product. The product is: [CH3:13][O:14][C:15]1[CH:20]=[CH:19][CH:18]=[CH:17][C:16]=1[C:2]1[CH:12]=[C:6]([C:7]([O:9][CH2:10][CH3:11])=[O:8])[CH:5]=[N:4][CH:3]=1. (8) The product is: [Br:1][C:2]1[C:3]2[S:9][CH:8]=[C:7]([CH2:10][CH2:11][CH2:12][CH2:13][CH2:14][CH2:15][CH2:16][CH2:17][CH2:18][CH2:19][CH2:29][CH2:27][CH3:28])[C:4]=2[S:5][C:6]=1[C:6]1[S:5][C:4]2[C:7]([CH2:10][CH2:11][CH2:12][CH2:13][CH2:14][CH2:15][CH2:16][CH2:17][CH2:18][CH2:19][CH2:20][CH2:21][CH3:22])=[CH:8][S:9][C:3]=2[C:2]=1[Br:1]. Given the reactants [Br:1][C:2]1[C:3]2[S:9][CH:8]=[C:7]([CH2:10][CH2:11][CH2:12][CH2:13][CH2:14][CH2:15][CH2:16][CH2:17][CH2:18][CH2:19][CH2:20][CH2:21][CH3:22])[C:4]=2[S:5][CH:6]=1.C([N-][CH:27]([CH3:29])[CH3:28])(C)C.[Li+], predict the reaction product. (9) The product is: [CH3:13][O:12][C:8]1[CH:7]=[C:4]([CH:3]=[C:2]([I:1])[C:9]=1[O:10][CH3:11])[C:5]([OH:16])=[O:6]. Given the reactants [I:1][C:2]1[CH:3]=[C:4]([CH:7]=[C:8]([O:12][CH3:13])[C:9]=1[O:10][CH3:11])[CH:5]=[O:6].S(=O)(=O)([OH:16])N.[O-]Cl=O.[Na+], predict the reaction product.